Dataset: Peptide-MHC class I binding affinity with 185,985 pairs from IEDB/IMGT. Task: Regression. Given a peptide amino acid sequence and an MHC pseudo amino acid sequence, predict their binding affinity value. This is MHC class I binding data. The peptide sequence is VLQQNNSFII. The MHC is HLA-A02:01 with pseudo-sequence HLA-A02:01. The binding affinity (normalized) is 0.393.